From a dataset of Catalyst prediction with 721,799 reactions and 888 catalyst types from USPTO. Predict which catalyst facilitates the given reaction. (1) Reactant: C1C=C(Cl)C=C(C(OO)=O)C=1.[Cl:12][C:13]1[CH:18]=[CH:17][CH:16]=[C:15]([Cl:19])[C:14]=1[N:20]1[CH:31]=[CH:30][C:23]2[N:24]=[C:25](SC)[N:26]=[CH:27][C:22]=2[C:21]1=[O:32].CCN(C(C)C)C(C)C.[CH2:42]([N:44]([CH2:55][CH3:56])[CH2:45][CH2:46][O:47][C:48]1[CH:54]=[CH:53][C:51]([NH2:52])=[CH:50][CH:49]=1)[CH3:43]. Product: [Cl:12][C:13]1[CH:18]=[CH:17][CH:16]=[C:15]([Cl:19])[C:14]=1[N:20]1[CH:31]=[CH:30][C:23]2[N:24]=[C:25]([NH:52][C:51]3[CH:50]=[CH:49][C:48]([O:47][CH2:46][CH2:45][N:44]([CH2:55][CH3:56])[CH2:42][CH3:43])=[CH:54][CH:53]=3)[N:26]=[CH:27][C:22]=2[C:21]1=[O:32]. The catalyst class is: 390. (2) Reactant: [Cl:1][C:2]1[CH:7]=[CH:6][C:5]([C:8]2[CH:12]=[CH:11][NH:10][N:9]=2)=[CH:4][C:3]=1[CH2:13][NH:14][C:15](=[O:18])[O:16][CH3:17].Br[CH2:20][C:21]1[CH:26]=[CH:25][CH:24]=[C:23]([O:27][C:28]([F:31])([F:30])[F:29])[CH:22]=1.C(=O)([O-])[O-].[K+].[K+]. Product: [Cl:1][C:2]1[CH:7]=[CH:6][C:5]([C:8]2[CH:12]=[CH:11][N:10]([CH2:20][C:21]3[CH:26]=[CH:25][CH:24]=[C:23]([O:27][C:28]([F:29])([F:30])[F:31])[CH:22]=3)[N:9]=2)=[CH:4][C:3]=1[CH2:13][NH:14][C:15](=[O:18])[O:16][CH3:17]. The catalyst class is: 9. (3) Reactant: [CH:1]1([N:4]2[CH2:9][CH2:8][CH:7]([N:10]3[CH2:14][CH2:13][C@H:12]([NH:15]C(=O)OC(C)(C)C)[CH2:11]3)[CH2:6][CH2:5]2)[CH2:3][CH2:2]1.[ClH:23]. Product: [ClH:23].[ClH:23].[ClH:23].[CH:1]1([N:4]2[CH2:5][CH2:6][CH:7]([N:10]3[CH2:14][CH2:13][C@H:12]([NH2:15])[CH2:11]3)[CH2:8][CH2:9]2)[CH2:3][CH2:2]1. The catalyst class is: 5. (4) Reactant: [CH3:1][C:2]1[C:6]([CH2:7][OH:8])=[CH:5][N:4]([C:9]2[CH:14]=[CH:13][CH:12]=[CH:11][N:10]=2)[N:3]=1.O[C:16]1[CH:21]=[CH:20][C:19]([CH2:22][CH2:23][C:24]([O:26]CC)=[O:25])=[CH:18][CH:17]=1.C(P(CCCC)CCCC)CCC.N(C(N1CCCCC1)=O)=NC(N1CCCCC1)=O. The catalyst class is: 7. Product: [CH3:1][C:2]1[C:6]([CH2:7][O:8][C:16]2[CH:21]=[CH:20][C:19]([CH2:22][CH2:23][C:24]([OH:26])=[O:25])=[CH:18][CH:17]=2)=[CH:5][N:4]([C:9]2[CH:14]=[CH:13][CH:12]=[CH:11][N:10]=2)[N:3]=1. (5) Reactant: [NH2:1][CH2:2][CH2:3][C@H:4]([N:6]1[CH2:11][CH2:10][CH:9]([N:12]([CH2:19][C:20]2[CH:21]=[N:22][CH:23]=[CH:24][C:25]=2[CH3:26])[C:13]2[CH:18]=[CH:17][CH:16]=[CH:15][CH:14]=2)[CH2:8][CH2:7]1)[CH3:5].CCN=C=NCCCN(C)C.C1C=CC2N(O)N=NC=2C=1.[C:48]([C:50]1[CH:58]=[C:57]([CH3:59])[C:53]([C:54](O)=[O:55])=[C:52]([CH3:60])[CH:51]=1)#[N:49].CCN(C(C)C)C(C)C. Product: [C:48]([C:50]1[CH:58]=[C:57]([CH3:59])[C:53]([C:54]([NH:1][CH2:2][CH2:3][C@H:4]([N:6]2[CH2:7][CH2:8][CH:9]([N:12]([CH2:19][C:20]3[CH:21]=[N:22][CH:23]=[CH:24][C:25]=3[CH3:26])[C:13]3[CH:18]=[CH:17][CH:16]=[CH:15][CH:14]=3)[CH2:10][CH2:11]2)[CH3:5])=[O:55])=[C:52]([CH3:60])[CH:51]=1)#[N:49]. The catalyst class is: 3. (6) Product: [NH2:18][C:17]1[N:10]2[CH2:11][CH2:12][N:13]([CH3:16])[CH2:14][CH2:15][N:9]2[C:8](=[O:19])[C:7]=1[N:6]=[C:26]1[CH:25]=[C:24]([CH3:27])[C:23](=[O:28])[C:22]([Cl:29])=[C:21]1[NH2:20]. The catalyst class is: 97. Reactant: CS(O)(=O)=O.[NH2:6][C:7]1[C:8](=[O:19])[N:9]2[CH2:15][CH2:14][N:13]([CH3:16])[CH2:12][CH2:11][N:10]2[C:17]=1[NH2:18].[NH2:20][C:21]1[C:22]([Cl:29])=[C:23]([OH:28])[C:24]([CH3:27])=[CH:25][CH:26]=1.N.OO. (7) Reactant: S([N:11]1[C:15]2=[N:16][CH:17]=[C:18]([NH:20][NH:21][C:22]([C@@H:24]3[CH2:28][CH2:27][C@H:26]([NH:29][C:30](=[O:36])[O:31][C:32]([CH3:35])([CH3:34])[CH3:33])[CH2:25]3)=O)[N:19]=[C:14]2[CH:13]=[CH:12]1)(C1C=CC(C)=CC=1)(=O)=O.O=S(Cl)Cl.C([O-])([O-])=O.[Na+].[Na+].O. Product: [C:22]1([C@@H:24]2[CH2:28][CH2:27][C@H:26]([NH:29][C:30](=[O:36])[O:31][C:32]([CH3:35])([CH3:34])[CH3:33])[CH2:25]2)[N:19]2[C:14]3[CH:13]=[CH:12][NH:11][C:15]=3[N:16]=[CH:17][C:18]2=[N:20][N:21]=1. The catalyst class is: 225. (8) Reactant: [C:1]([C:3]1[N:8]=[C:7]([CH2:9][CH2:10][NH:11][C:12](=[O:18])[O:13][C:14]([CH3:17])([CH3:16])[CH3:15])[CH:6]=[CH:5][CH:4]=1)#[N:2].[C:19](OC)(=[O:27])[C:20]1[C:21](=[CH:23][CH:24]=[CH:25][CH:26]=1)[SH:22].C(N(CC)CC)C. Product: [O:27]=[C:19]1[C:20]2[CH:26]=[CH:25][CH:24]=[CH:23][C:21]=2[S:22][C:1]([C:3]2[N:8]=[C:7]([CH2:9][CH2:10][NH:11][C:12](=[O:18])[O:13][C:14]([CH3:15])([CH3:17])[CH3:16])[CH:6]=[CH:5][CH:4]=2)=[N:2]1. The catalyst class is: 11. (9) Reactant: [O:1]1[CH:5]=[CH:4][CH:3]=[C:2]1[C:6]1[N:7]=[C:8]([NH:20]C(=O)OC(C)(C)C)[S:9][C:10]=1[C:11]([C:13]1[C:14]([CH3:19])=[N:15][CH:16]=[CH:17][CH:18]=1)=[O:12]. Product: [CH3:19][C:14]1[C:13]([C:11]([C:10]2[S:9][C:8]([NH2:20])=[N:7][C:6]=2[C:2]2[O:1][CH:5]=[CH:4][CH:3]=2)=[O:12])=[CH:18][CH:17]=[CH:16][N:15]=1. The catalyst class is: 55. (10) Reactant: [NH2:1][CH2:2][CH:3]1[CH2:8][CH2:7][O:6][CH2:5][CH2:4]1.[CH3:9][O:10][C:11](=[O:16])[CH2:12][C:13](=O)[CH3:14].[CH3:17][O:18][C:19](=[O:22])[C:20]#[CH:21]. Product: [CH3:17][O:18][C:19](=[O:22])[CH:20]=[CH:21][C:12](=[C:13]([NH:1][CH2:2][CH:3]1[CH2:8][CH2:7][O:6][CH2:5][CH2:4]1)[CH3:14])[C:11]([O:10][CH3:9])=[O:16]. The catalyst class is: 5.